Task: Predict the product of the given reaction.. Dataset: Forward reaction prediction with 1.9M reactions from USPTO patents (1976-2016) (1) Given the reactants [I:1][C:2]1[CH:8]=[CH:7][C:5]([NH2:6])=[CH:4][CH:3]=1.[C:9](OC(=O)C)(=[O:11])[CH3:10].N1C=CC=CC=1, predict the reaction product. The product is: [CH3:10][C:9]([NH:6][C:5]1[CH:7]=[CH:8][C:2]([I:1])=[CH:3][CH:4]=1)=[O:11]. (2) Given the reactants [CH3:1][O:2][C:3](=[O:22])[CH2:4][C:5]1[C:14]([CH3:15])=[C:13]([C:16](=[CH2:20])[CH2:17][CH2:18][NH2:19])[C:12]2[C:7](=[CH:8][CH:9]=[C:10]([F:21])[CH:11]=2)[CH:6]=1.[Cl:23][C:24]1[CH:29]=[CH:28][CH:27]=[CH:26][C:25]=1[S:30](Cl)(=[O:32])=[O:31].C(N(CC)C(C)C)(C)C.C(OCC)(=O)C, predict the reaction product. The product is: [CH3:1][O:2][C:3](=[O:22])[CH2:4][C:5]1[C:14]([CH3:15])=[C:13]([C:16](=[CH2:20])[CH2:17][CH2:18][NH:19][S:30]([C:25]2[CH:26]=[CH:27][CH:28]=[CH:29][C:24]=2[Cl:23])(=[O:32])=[O:31])[C:12]2[C:7](=[CH:8][CH:9]=[C:10]([F:21])[CH:11]=2)[CH:6]=1. (3) Given the reactants [Si]([O:8][CH:9]([C:26]1[S:27][CH:28]=[C:29]([C:31]([O:33][CH3:34])=[O:32])[N:30]=1)[CH2:10][O:11][C:12]1[CH:17]=[CH:16][C:15]([CH2:18][CH2:19][CH2:20][CH2:21][CH2:22][CH2:23][CH2:24][CH3:25])=[CH:14][CH:13]=1)(C(C)(C)C)(C)C.Cl, predict the reaction product. The product is: [OH:8][CH:9]([C:26]1[S:27][CH:28]=[C:29]([C:31]([O:33][CH3:34])=[O:32])[N:30]=1)[CH2:10][O:11][C:12]1[CH:13]=[CH:14][C:15]([CH2:18][CH2:19][CH2:20][CH2:21][CH2:22][CH2:23][CH2:24][CH3:25])=[CH:16][CH:17]=1. (4) Given the reactants C(OC([N:8]1[CH2:13][CH2:12][CH:11]([NH:14][C:15](=[O:46])[CH2:16][CH2:17][NH:18][C:19](=[O:45])[C:20]2[CH:25]=[CH:24][C:23]([S:26](=[O:44])(=[O:43])[NH:27][C:28]3[CH:33]=[CH:32][CH:31]=[CH:30][C:29]=3[O:34][C:35]3[CH:40]=[CH:39][C:38]([Cl:41])=[CH:37][C:36]=3[Cl:42])=[CH:22][CH:21]=2)[CH2:10][CH2:9]1)=O)(C)(C)C.C(#N)C.O.[C:51]([OH:54])(=[O:53])[CH3:52], predict the reaction product. The product is: [C:51]([OH:54])(=[O:53])[CH3:52].[Cl:42][C:36]1[CH:37]=[C:38]([Cl:41])[CH:39]=[CH:40][C:35]=1[O:34][C:29]1[CH:30]=[CH:31][CH:32]=[CH:33][C:28]=1[NH:27][S:26]([C:23]1[CH:24]=[CH:25][C:20]([C:19]([NH:18][CH2:17][CH2:16][C:15](=[O:46])[NH:14][CH:11]2[CH2:12][CH2:13][NH:8][CH2:9][CH2:10]2)=[O:45])=[CH:21][CH:22]=1)(=[O:43])=[O:44]. (5) Given the reactants [C:1]([O:4][C:5](=[O:7])[CH3:6])(=[O:3])C.[CH2:8](C(O)=O)[C:9](CC(O)=O)=[O:10], predict the reaction product. The product is: [CH3:8][C:9]([CH:6]1[C:1](=[O:3])[O:4][C:5]1=[O:7])=[O:10].